This data is from Full USPTO retrosynthesis dataset with 1.9M reactions from patents (1976-2016). The task is: Predict the reactants needed to synthesize the given product. Given the product [CH:1]1([N:7]([CH3:8])[C:17](=[O:24])[C:18]2[CH:23]=[CH:22][CH:21]=[CH:20][C:19]=2[NH:14][CH2:9][CH2:10][CH2:11][CH2:12][CH3:13])[CH2:6][CH2:5][CH2:4][CH2:3][CH2:2]1, predict the reactants needed to synthesize it. The reactants are: [CH:1]1([NH:7][CH3:8])[CH2:6][CH2:5][CH2:4][CH2:3][CH2:2]1.[CH2:9]([N:14]1[C:19]2[CH:20]=[CH:21][CH:22]=[CH:23][C:18]=2[C:17](=[O:24])OC1=O)[CH2:10][CH2:11][CH2:12][CH3:13].